This data is from Peptide-MHC class I binding affinity with 185,985 pairs from IEDB/IMGT. The task is: Regression. Given a peptide amino acid sequence and an MHC pseudo amino acid sequence, predict their binding affinity value. This is MHC class I binding data. The binding affinity (normalized) is 0.0847. The peptide sequence is RGRIGRTYL. The MHC is HLA-A02:01 with pseudo-sequence HLA-A02:01.